Dataset: NCI-60 drug combinations with 297,098 pairs across 59 cell lines. Task: Regression. Given two drug SMILES strings and cell line genomic features, predict the synergy score measuring deviation from expected non-interaction effect. Drug 1: CC1=C2C(C(=O)C3(C(CC4C(C3C(C(C2(C)C)(CC1OC(=O)C(C(C5=CC=CC=C5)NC(=O)C6=CC=CC=C6)O)O)OC(=O)C7=CC=CC=C7)(CO4)OC(=O)C)O)C)OC(=O)C. Drug 2: C(CC(=O)O)C(=O)CN.Cl. Cell line: HCT116. Synergy scores: CSS=8.61, Synergy_ZIP=4.69, Synergy_Bliss=6.07, Synergy_Loewe=-51.6, Synergy_HSA=-0.538.